Dataset: Forward reaction prediction with 1.9M reactions from USPTO patents (1976-2016). Task: Predict the product of the given reaction. Given the reactants [NH2:1][C:2]1([C:10]([O:12][CH2:13][CH3:14])=[O:11])[CH2:7][CH2:6][CH2:5][C:4]([CH3:9])([CH3:8])[CH2:3]1.Br[CH2:16][CH2:17][O:18][CH2:19][CH2:20]Br.C([O-])([O-])=O.[K+].[K+], predict the reaction product. The product is: [CH3:9][C:4]1([CH3:8])[CH2:5][CH2:6][CH2:7][C:2]([N:1]2[CH2:20][CH2:19][O:18][CH2:17][CH2:16]2)([C:10]([O:12][CH2:13][CH3:14])=[O:11])[CH2:3]1.